From a dataset of Catalyst prediction with 721,799 reactions and 888 catalyst types from USPTO. Predict which catalyst facilitates the given reaction. Reactant: C(N(CC)CC)C.Cl[C:9]([O:11][CH3:12])=[O:10].[C:13]1([CH2:19][N:20]2[CH2:25][CH2:24][N:23]([C:26]3[CH:27]=[C:28]([NH2:32])[CH:29]=[CH:30][CH:31]=3)[CH2:22][CH2:21]2)[CH:18]=[CH:17][CH:16]=[CH:15][CH:14]=1.O. Product: [C:13]1([CH2:19][N:20]2[CH2:21][CH2:22][N:23]([C:26]3[CH:27]=[C:28]([NH:32][C:9](=[O:10])[O:11][CH3:12])[CH:29]=[CH:30][CH:31]=3)[CH2:24][CH2:25]2)[CH:18]=[CH:17][CH:16]=[CH:15][CH:14]=1. The catalyst class is: 4.